This data is from Full USPTO retrosynthesis dataset with 1.9M reactions from patents (1976-2016). The task is: Predict the reactants needed to synthesize the given product. (1) Given the product [Cl:15][N:4]1[C:3]([CH2:2][Cl:1])([CH3:9])[CH2:7][O:6][C:5]1=[O:8], predict the reactants needed to synthesize it. The reactants are: [Cl:1][CH2:2][C:3]1([CH3:9])[CH2:7][O:6][C:5](=[O:8])[NH:4]1.C(O[Cl:15])(C)(C)C. (2) Given the product [Br:21][C:10]1[C:11]([NH2:20])=[N:12][C:13]([C:14]2[CH:15]=[N:16][CH:17]=[CH:18][CH:19]=2)=[C:8]([C:7]2[CH:6]=[CH:5][N:4]=[CH:3][C:2]=2[F:1])[N:9]=1, predict the reactants needed to synthesize it. The reactants are: [F:1][C:2]1[CH:3]=[N:4][CH:5]=[CH:6][C:7]=1[C:8]1[N:9]=[CH:10][C:11]([NH2:20])=[N:12][C:13]=1[C:14]1[CH:15]=[N:16][CH:17]=[CH:18][CH:19]=1.[Br:21]N1C(=O)CCC1=O. (3) Given the product [CH2:47]([C:49]1[S:50][C:51]([B:65]2[O:73][C:70]([CH3:72])([CH3:71])[C:67]([CH3:69])([CH3:68])[O:66]2)=[CH:52][CH:53]=1)[CH2:46][CH2:45][CH2:44][CH2:41][CH3:42], predict the reactants needed to synthesize it. The reactants are: C(N1C(C2C=C[C:41]([C:44]3S[C:47]([C:49]4[S:50][CH:51]=[CH:52][CH:53]=4)=[CH:46][CH:45]=3)=[CH:42]C=2)=C2C(=C(C3C=[CH:42][C:41]([C:44]4S[C:47]([C:49]5[S:50][CH:51]=[CH:52][CH:53]=5)=[CH:46][CH:45]=4)=CC=3)N(CCCCCC)C2=O)C1=O)CCCCC.S1C=CC=C1C1SC([B:65]2[O:73][C:70]([CH3:72])([CH3:71])[C:67]([CH3:69])([CH3:68])[O:66]2)=CC=1.